This data is from Full USPTO retrosynthesis dataset with 1.9M reactions from patents (1976-2016). The task is: Predict the reactants needed to synthesize the given product. Given the product [BrH:29].[F:1][C:2]1[CH:7]=[CH:6][C:5]([C:8]2[CH:9]=[C:10]([CH2:14][NH:15][CH2:16][CH:17]3[CH2:26][CH2:25][C:24]4[C:19](=[C:20]([OH:27])[CH:21]=[CH:22][CH:23]=4)[O:18]3)[CH:11]=[N:12][CH:13]=2)=[CH:4][CH:3]=1, predict the reactants needed to synthesize it. The reactants are: [F:1][C:2]1[CH:7]=[CH:6][C:5]([C:8]2[CH:9]=[C:10]([CH2:14][NH:15][CH2:16][CH:17]3[CH2:26][CH2:25][C:24]4[C:19](=[C:20]([O:27]C)[CH:21]=[CH:22][CH:23]=4)[O:18]3)[CH:11]=[N:12][CH:13]=2)=[CH:4][CH:3]=1.[BrH:29].